Dataset: Reaction yield outcomes from USPTO patents with 853,638 reactions. Task: Predict the reaction yield, written as a fraction of the theoretical maximum amount of product (1.0 means a 100% yield; for example, 0.34 means a 34% yield). (1) The reactants are [F:1][C:2]1[CH:6]=[N:5][N:4]([CH3:7])[C:3]=1[C:8]1[CH:9]=[C:10]([NH2:16])[CH:11]=[CH:12][C:13]=1[O:14][CH3:15].[Br:17][C:18]1[CH:23]=[CH:22][C:21]([N:24]=[C:25]=[O:26])=[CH:20][CH:19]=1. No catalyst specified. The product is [Br:17][C:18]1[CH:23]=[CH:22][C:21]([NH:24][C:25]([NH:16][C:10]2[CH:11]=[CH:12][C:13]([O:14][CH3:15])=[C:8]([C:3]3[N:4]([CH3:7])[N:5]=[CH:6][C:2]=3[F:1])[CH:9]=2)=[O:26])=[CH:20][CH:19]=1. The yield is 0.600. (2) The catalyst is C1COCC1. The reactants are C(O[C:4]1[CH2:8][CH2:7][C:6](=[O:9])[CH:5]=1)C.[CH2:10]([Mg]Cl)[C:11]1[CH:16]=[CH:15][CH:14]=[CH:13][CH:12]=1.OS(O)(=O)=O. The yield is 0.350. The product is [CH2:10]([C:4]1[CH2:8][CH2:7][C:6](=[O:9])[CH:5]=1)[C:11]1[CH:16]=[CH:15][CH:14]=[CH:13][CH:12]=1. (3) The reactants are [F:1][C:2]1[CH:3]=[C:4]([CH:6]=[CH:7][C:8]=1[N+:9]([O-:11])=[O:10])[NH2:5].[Br:12]Br.[OH-].[Na+]. The catalyst is CC(O)=O.C(Cl)(Cl)Cl. The product is [Br:12][C:6]1[CH:7]=[C:8]([N+:9]([O-:11])=[O:10])[C:2]([F:1])=[CH:3][C:4]=1[NH2:5]. The yield is 0.900. (4) The reactants are [Si:1]([O:8][C@@H:9]([C@@H:35]([CH3:82])/[CH:36]=[CH:37]\[C@@H:38]([O:74][Si:75]([C:78]([CH3:81])([CH3:80])[CH3:79])([CH3:77])[CH3:76])[CH2:39][C@H:40]([O:66][Si:67]([C:70]([CH3:73])([CH3:72])[CH3:71])([CH3:69])[CH3:68])[C@H:41]([CH3:65])/[CH:42]=[CH:43]/[CH2:44][O:45][C:46]([C:59]1[CH:64]=[CH:63][CH:62]=[CH:61][CH:60]=1)([C:53]1[CH:58]=[CH:57][CH:56]=[CH:55][CH:54]=1)[C:47]1[CH:52]=[CH:51][CH:50]=[CH:49][CH:48]=1)[C@@H:10]([CH3:34])[CH2:11][CH2:12][CH2:13][CH2:14][C:15](=[O:33])[C@@H:16]([C@@H:18]1[C@@H:23]([CH3:24])[CH2:22][O:21][CH:20]([C:25]2[CH:30]=[CH:29][C:28]([O:31][CH3:32])=[CH:27][CH:26]=2)[O:19]1)[CH3:17])([C:4]([CH3:7])([CH3:6])[CH3:5])([CH3:3])[CH3:2]. The catalyst is C1COCC1. The product is [Si:1]([O:8][C@@H:9]([C@@H:35]([CH3:82])/[CH:36]=[CH:37]\[C@@H:38]([O:74][Si:75]([C:78]([CH3:81])([CH3:80])[CH3:79])([CH3:77])[CH3:76])[CH2:39][C@H:40]([O:66][Si:67]([C:70]([CH3:73])([CH3:72])[CH3:71])([CH3:68])[CH3:69])[C@H:41]([CH3:65])/[CH:42]=[CH:43]/[CH2:44][O:45][C:46]([C:47]1[CH:52]=[CH:51][CH:50]=[CH:49][CH:48]=1)([C:59]1[CH:64]=[CH:63][CH:62]=[CH:61][CH:60]=1)[C:53]1[CH:54]=[CH:55][CH:56]=[CH:57][CH:58]=1)[C@@H:10]([CH3:34])[CH2:11][CH2:12][CH2:13][CH2:14][C@@H:15]([OH:33])[C@@H:16]([C@@H:18]1[C@@H:23]([CH3:24])[CH2:22][O:21][CH:20]([C:25]2[CH:30]=[CH:29][C:28]([O:31][CH3:32])=[CH:27][CH:26]=2)[O:19]1)[CH3:17])([C:4]([CH3:5])([CH3:6])[CH3:7])([CH3:2])[CH3:3]. The yield is 0.950. (5) The reactants are [C:9](O[C:9]([O:11][C:12]([CH3:15])([CH3:14])[CH3:13])=[O:10])([O:11][C:12]([CH3:15])([CH3:14])[CH3:13])=[O:10].Cl.[NH2:17][CH2:18][C:19]1[CH:27]=[CH:26][CH:25]=[C:24]2[C:20]=1[CH2:21][N:22]([CH:29]1[CH2:34][CH2:33][C:32](=[O:35])[NH:31][C:30]1=[O:36])[C:23]2=[O:28].C(N(CC)CC)C. The catalyst is C1COCC1. The product is [C:12]([O:11][C:9](=[O:10])[NH:17][CH2:18][C:19]1[CH:27]=[CH:26][CH:25]=[C:24]2[C:20]=1[CH2:21][N:22]([CH:29]1[CH2:34][CH2:33][C:32](=[O:35])[NH:31][C:30]1=[O:36])[C:23]2=[O:28])([CH3:13])([CH3:14])[CH3:15]. The yield is 0.910. (6) The reactants are [CH3:1][C:2]([C:6]1[CH:11]=[CH:10][C:9]([N+:12]([O-:14])=[O:13])=[CH:8][CH:7]=1)([CH3:5])[CH2:3][OH:4].CC(OI1(OC(C)=O)(OC(C)=O)OC(=O)C2C=CC=CC1=2)=O. The catalyst is C(Cl)Cl. The product is [CH3:5][C:2]([C:6]1[CH:11]=[CH:10][C:9]([N+:12]([O-:14])=[O:13])=[CH:8][CH:7]=1)([CH3:1])[CH:3]=[O:4]. The yield is 0.590. (7) The reactants are [O:1]([C:8]1[CH:13]=[CH:12][C:11]([C:14]2[C:18]3[C:19]([NH2:23])=[N:20][CH:21]=[CH:22][C:17]=3[S:16][CH:15]=2)=[CH:10][CH:9]=1)[C:2]1[CH:7]=[CH:6][CH:5]=[CH:4][CH:3]=1.C1C(=O)N([I:31])C(=O)C1.O. The catalyst is CN(C=O)C. The product is [I:31][C:22]1[C:17]2[S:16][CH:15]=[C:14]([C:11]3[CH:10]=[CH:9][C:8]([O:1][C:2]4[CH:3]=[CH:4][CH:5]=[CH:6][CH:7]=4)=[CH:13][CH:12]=3)[C:18]=2[C:19]([NH2:23])=[N:20][CH:21]=1. The yield is 0.700. (8) The yield is 0.810. The product is [CH3:1][C:2]1[CH:3]=[CH:4][C:5](/[CH:8]=[CH:9]/[C:10]2[C:18]3[C:13](=[CH:14][CH:15]=[C:16]([C:19]4[N:23]=[CH:22][NH:21][N:20]=4)[CH:17]=3)[NH:12][N:11]=2)=[CH:6][CH:7]=1. The reactants are [CH3:1][C:2]1[CH:7]=[CH:6][C:5](/[CH:8]=[CH:9]/[C:10]2(C(C3CCCCO3)=O)[C:18]3[C:13](=[CH:14][CH:15]=[C:16]([C:19]4[N:23]=[CH:22][N:21](C(C5C=CC=CC=5)(C5C=CC=CC=5)C5C=CC=CC=5)[N:20]=4)[CH:17]=3)[NH:12][NH:11]2)=[CH:4][CH:3]=1. The catalyst is O1CCOCC1.Cl. (9) The reactants are [F:1][C:2]([F:20])([C:14]1[CH:19]=[CH:18][CH:17]=[CH:16][CH:15]=1)[CH2:3][O:4][CH2:5][CH2:6][C:7]([F:13])([F:12])[CH2:8][CH2:9][CH:10]=C.FC(F)(CCOCCCCC1C=CC=CC=1)CCC=[O:26]. No catalyst specified. The product is [F:1][C:2]([F:20])([C:14]1[CH:19]=[CH:18][CH:17]=[CH:16][CH:15]=1)[CH2:3][O:4][CH2:5][CH2:6][C:7]([F:13])([F:12])[CH2:8][CH2:9][CH:10]=[O:26]. The yield is 0.600.